This data is from Forward reaction prediction with 1.9M reactions from USPTO patents (1976-2016). The task is: Predict the product of the given reaction. (1) Given the reactants [N+:1]([CH2:3][C:4]([O:6][CH3:7])=[O:5])#[C-:2].[C:8]1([C:14]2[CH:22]=[CH:21][C:17]([C:18](Cl)=[O:19])=[CH:16][CH:15]=2)[CH:13]=[CH:12][CH:11]=[CH:10][CH:9]=1.C(N(CC)CC)C, predict the reaction product. The product is: [CH3:7][O:6][C:4]([C:3]1[N:1]=[CH:2][O:19][C:18]=1[C:17]1[CH:21]=[CH:22][C:14]([C:8]2[CH:9]=[CH:10][CH:11]=[CH:12][CH:13]=2)=[CH:15][CH:16]=1)=[O:5]. (2) Given the reactants C([O:5][C:6]([C:8]1[C:16]2[C:11](=[CH:12][C:13]([C:17]3(O)[CH2:22][CH2:21][O:20][CH2:19][CH2:18]3)=[CH:14][CH:15]=2)[NH:10][N:9]=1)=[O:7])(C)(C)C.C([SiH](CC)CC)C.ClCCl, predict the reaction product. The product is: [O:20]1[CH2:21][CH2:22][CH:17]([C:13]2[CH:12]=[C:11]3[C:16]([C:8]([C:6]([OH:7])=[O:5])=[N:9][NH:10]3)=[CH:15][CH:14]=2)[CH2:18][CH2:19]1.